From a dataset of Reaction yield outcomes from USPTO patents with 853,638 reactions. Predict the reaction yield, written as a fraction of the theoretical maximum amount of product (1.0 means a 100% yield; for example, 0.34 means a 34% yield). The reactants are [NH:1]1[C:5]2=[N:6][CH:7]=[CH:8][CH:9]=[C:4]2[C:3]([C:10]([C:12]2[CH:13]=[N:14][C:15]([NH:18][CH2:19][C:20]3[CH:25]=[CH:24][C:23]([C:26]([F:29])([F:28])[F:27])=[CH:22][CH:21]=3)=[CH:16][CH:17]=2)=[O:11])=[CH:2]1.[BH4-].[Na+].O. The catalyst is CN(C)C=O.C(O)C. The product is [NH:1]1[C:5]2=[N:6][CH:7]=[CH:8][CH:9]=[C:4]2[C:3]([CH:10]([C:12]2[CH:13]=[N:14][C:15]([NH:18][CH2:19][C:20]3[CH:25]=[CH:24][C:23]([C:26]([F:27])([F:29])[F:28])=[CH:22][CH:21]=3)=[CH:16][CH:17]=2)[OH:11])=[CH:2]1. The yield is 0.300.